From a dataset of Forward reaction prediction with 1.9M reactions from USPTO patents (1976-2016). Predict the product of the given reaction. (1) Given the reactants [Cl:1][C:2]1[CH:3]=[C:4]([C:9]2([C:31]([F:34])([F:33])[F:32])[O:13][N:12]=[C:11]([C:14]3[C:23]4[C:18](=[CH:19][CH:20]=[CH:21][CH:22]=4)[C:17]([C:24]([NH:26][CH2:27][C:28](O)=[O:29])=[O:25])=[CH:16][CH:15]=3)[CH2:10]2)[CH:5]=[C:6]([Cl:8])[CH:7]=1.CC(C)(C)C(Cl)=O.[CH3:42][O:43][CH2:44][CH2:45][NH2:46].C(N(CC)CC)C, predict the reaction product. The product is: [Cl:1][C:2]1[CH:3]=[C:4]([C:9]2([C:31]([F:33])([F:34])[F:32])[O:13][N:12]=[C:11]([C:14]3[C:23]4[C:18](=[CH:19][CH:20]=[CH:21][CH:22]=4)[C:17]([C:24]([NH:26][CH2:27][C:28]([NH:46][CH2:45][CH2:44][O:43][CH3:42])=[O:29])=[O:25])=[CH:16][CH:15]=3)[CH2:10]2)[CH:5]=[C:6]([Cl:8])[CH:7]=1. (2) Given the reactants [CH2:1]([N:8]1[CH2:13][CH2:12][CH:11]([NH:14][C:15]2[S:16][C:17]3[CH:23]=[C:22]([NH2:24])[CH:21]=[CH:20][C:18]=3[N:19]=2)[CH2:10][CH2:9]1)[C:2]1[CH:7]=[CH:6][CH:5]=[CH:4][CH:3]=1.[C:25]([N:33]=[C:34]=[S:35])(=[O:32])[C:26]1[CH:31]=[CH:30][CH:29]=[CH:28][CH:27]=1, predict the reaction product. The product is: [C:25]([NH:33][C:34]([NH:24][C:22]1[CH:21]=[CH:20][C:18]2[N:19]=[C:15]([NH:14][CH:11]3[CH2:12][CH2:13][N:8]([CH2:1][C:2]4[CH:3]=[CH:4][CH:5]=[CH:6][CH:7]=4)[CH2:9][CH2:10]3)[S:16][C:17]=2[CH:23]=1)=[S:35])(=[O:32])[C:26]1[CH:31]=[CH:30][CH:29]=[CH:28][CH:27]=1. (3) Given the reactants [Cl:1][C:2]1[C:3]([C:9]2[CH:10]=[CH:11][C:12]3[N:16]=[CH:15][N:14]([CH2:17][C:18]4[CH:23]=[CH:22][CH:21]=[C:20]([F:24])[CH:19]=4)[C:13]=3[CH:25]=2)=[CH:4][C:5](F)=[N:6][CH:7]=1.[NH2:26][CH2:27][CH2:28][CH2:29][N:30](C)[C:31](=O)OC(C)(C)C.C(N(CC)C(C)C)(C)C, predict the reaction product. The product is: [Cl:1][C:2]1[C:3]([C:9]2[CH:10]=[CH:11][C:12]3[N:16]=[CH:15][N:14]([CH2:17][C:18]4[CH:23]=[CH:22][CH:21]=[C:20]([F:24])[CH:19]=4)[C:13]=3[CH:25]=2)=[CH:4][C:5]([NH:26][CH2:27][CH2:28][CH2:29][NH:30][CH3:31])=[N:6][CH:7]=1. (4) Given the reactants C(N1C(C2C=CC=CC=2)=CN=C1)C1C=CC=CC=1.Br[C:20]1[S:24][C:23]([C:25]2[CH:30]=[CH:29][CH:28]=[CH:27][CH:26]=2)=[N:22][C:21]=1[CH3:31].[CH2:32]([N:39]1[CH:43]=[CH:42][N:41]=[C:40]1[C:44]1[CH:45]=[N:46][CH:47]=[CH:48][CH:49]=1)[C:33]1[CH:38]=[CH:37][CH:36]=[CH:35][CH:34]=1.C(C1C=NC=CC=1)#N.B(O)(O)C1C=CC=C(F)C=1, predict the reaction product. The product is: [CH2:32]([N:39]1[C:43]([C:20]2[S:24][C:23]([C:25]3[CH:30]=[CH:29][CH:28]=[CH:27][CH:26]=3)=[N:22][C:21]=2[CH3:31])=[CH:42][N:41]=[C:40]1[C:44]1[CH:45]=[N:46][CH:47]=[CH:48][CH:49]=1)[C:33]1[CH:34]=[CH:35][CH:36]=[CH:37][CH:38]=1.[CH2:32]([N:39]1[CH:43]=[CH:42][N:41]=[C:40]1[C:44]1[CH:45]=[N:46][CH:47]=[CH:48][CH:49]=1)[C:33]1[CH:34]=[CH:35][CH:36]=[CH:37][CH:38]=1. (5) Given the reactants C(NC1C=CC(C2C=C3C(CN([C@@H](C(C)C)C(O)=O)C3=O)=CC=2)=CC=1)(=O)C1C=CC=CC=1.[Cl:33][C:34]1[CH:67]=[CH:66][C:37]([C:38]([NH:40][C:41]2[CH:46]=[CH:45][C:44]([C:47]3[CH:55]=[C:54]4[C:50]([CH2:51][N:52]([C@@H:57]5[CH2:61][CH2:60][CH2:59][C@@H:58]5[C:62]([O:64]C)=[O:63])[C:53]4=[O:56])=[CH:49][CH:48]=3)=[CH:43][CH:42]=2)=[O:39])=[CH:36][CH:35]=1, predict the reaction product. The product is: [Cl:33][C:34]1[CH:67]=[CH:66][C:37]([C:38]([NH:40][C:41]2[CH:46]=[CH:45][C:44]([C:47]3[CH:55]=[C:54]4[C:50]([CH2:51][N:52]([C@@H:57]5[CH2:61][CH2:60][CH2:59][C@@H:58]5[C:62]([OH:64])=[O:63])[C:53]4=[O:56])=[CH:49][CH:48]=3)=[CH:43][CH:42]=2)=[O:39])=[CH:36][CH:35]=1. (6) Given the reactants ClC(Cl)(Cl)C([N:5]1[CH2:10][CH2:9][N:8]([C:11]2[CH:16]=[C:15]([S:17]([N:20]3[C:28]4[C:23](=[CH:24][CH:25]=[C:26]([Br:29])[CH:27]=4)[CH:22]=[CH:21]3)(=[O:19])=[O:18])[CH:14]=[CH:13][C:12]=2[O:30][CH3:31])[CH2:7][CH2:6]1)=O.[OH-].[K+], predict the reaction product. The product is: [Br:29][C:26]1[CH:27]=[C:28]2[C:23]([CH:22]=[CH:21][N:20]2[S:17]([C:15]2[CH:14]=[CH:13][C:12]([O:30][CH3:31])=[C:11]([N:8]3[CH2:7][CH2:6][NH:5][CH2:10][CH2:9]3)[CH:16]=2)(=[O:19])=[O:18])=[CH:24][CH:25]=1. (7) Given the reactants [CH3:1][N:2]1[CH2:7][CH2:6][C:5]([C:10]2[CH:15]=[CH:14][N:13]=[CH:12][CH:11]=2)([C:8]#[N:9])[CH2:4][CH2:3]1.[H-].[Al+3].[Li+].[H-].[H-].[H-], predict the reaction product. The product is: [CH3:1][N:2]1[CH2:7][CH2:6][C:5]([CH2:8][NH2:9])([C:10]2[CH:11]=[CH:12][N:13]=[CH:14][CH:15]=2)[CH2:4][CH2:3]1. (8) Given the reactants [CH2:1]([O:8][C:9]1[CH:10]=[C:11]2[C:16](=[C:17]([F:27])[C:18]=1[N:19]1[CH2:23][C:22](=[O:24])[NH:21][S:20]1(=[O:26])=[O:25])[CH:15]=[C:14]([C:28]1[CH:29]=[C:30]([CH2:34][CH2:35][C:36]([OH:38])=[O:37])[CH:31]=[CH:32][CH:33]=1)[CH:13]=[CH:12]2)[C:2]1[CH:7]=[CH:6][CH:5]=[CH:4][CH:3]=1.[CH2:39](O)[CH3:40].OS(O)(=O)=O, predict the reaction product. The product is: [CH2:39]([O:37][C:36](=[O:38])[CH2:35][CH2:34][C:30]1[CH:31]=[CH:32][CH:33]=[C:28]([C:14]2[CH:13]=[CH:12][C:11]3[C:16](=[C:17]([F:27])[C:18]([N:19]4[CH2:23][C:22](=[O:24])[NH:21][S:20]4(=[O:26])=[O:25])=[C:9]([O:8][CH2:1][C:2]4[CH:7]=[CH:6][CH:5]=[CH:4][CH:3]=4)[CH:10]=3)[CH:15]=2)[CH:29]=1)[CH3:40]. (9) Given the reactants FC(F)(F)S(O[CH2:7][CH:8]([F:10])[F:9])(=O)=O.[Cl:13][C:14]1[CH:19]=[CH:18][C:17]([CH:20]2[O:43][C:24]3([CH2:29][CH2:28][N:27]([C:30]([C:32]4[CH:37]=[CH:36][C:35]([O:38][CH:39]([CH3:41])[CH3:40])=[C:34]([CH3:42])[CH:33]=4)=[O:31])[CH2:26][CH2:25]3)[CH2:23][NH:22][CH2:21]2)=[CH:16][CH:15]=1.C([O-])(O)=O.[Na+], predict the reaction product. The product is: [Cl:13][C:14]1[CH:19]=[CH:18][C:17]([CH:20]2[O:43][C:24]3([CH2:25][CH2:26][N:27]([C:30]([C:32]4[CH:37]=[CH:36][C:35]([O:38][CH:39]([CH3:40])[CH3:41])=[C:34]([CH3:42])[CH:33]=4)=[O:31])[CH2:28][CH2:29]3)[CH2:23][N:22]([CH2:7][CH:8]([F:10])[F:9])[CH2:21]2)=[CH:16][CH:15]=1. (10) Given the reactants [Br:1][C:2]1[C:10]([F:11])=[CH:9][C:8]([N+:12]([O-])=O)=[C:7]2[C:3]=1[CH2:4][N:5]([CH3:16])[C:6]2=[O:15].Cl.O, predict the reaction product. The product is: [NH2:12][C:8]1[CH:9]=[C:10]([F:11])[C:2]([Br:1])=[C:3]2[C:7]=1[C:6](=[O:15])[N:5]([CH3:16])[CH2:4]2.